From a dataset of Catalyst prediction with 721,799 reactions and 888 catalyst types from USPTO. Predict which catalyst facilitates the given reaction. (1) Reactant: [NH2:1][C:2]1[CH:26]=[CH:25][C:24]([O:27][C:28]2[CH:33]=[CH:32][CH:31]=[CH:30][CH:29]=2)=[CH:23][C:3]=1[C:4]([NH:6][C:7]1[CH:12]=[CH:11][C:10]([O:13][CH2:14][CH2:15][N:16]2[CH2:20][CH2:19][CH2:18][CH2:17]2)=[C:9]([O:21][CH3:22])[CH:8]=1)=[O:5].[N:34](OCCCC)=O.C1CCN2C(=NCCC2)CC1. Product: [CH3:22][O:21][C:9]1[CH:8]=[C:7]([N:6]2[C:4](=[O:5])[C:3]3[CH:23]=[C:24]([O:27][C:28]4[CH:33]=[CH:32][CH:31]=[CH:30][CH:29]=4)[CH:25]=[CH:26][C:2]=3[N:1]=[N:34]2)[CH:12]=[CH:11][C:10]=1[O:13][CH2:14][CH2:15][N:16]1[CH2:17][CH2:18][CH2:19][CH2:20]1. The catalyst class is: 620. (2) Reactant: [F:1][C:2]1[CH:7]=[CH:6][N:5]=[C:4]2[NH:8][CH:9]=[CH:10][C:3]=12.[Cl-].[Al+3].[Cl-].[Cl-].[Br:15][CH2:16][C:17](Br)=[O:18].O. Product: [Br:15][CH2:16][C:17]([C:10]1[C:3]2[C:4](=[N:5][CH:6]=[CH:7][C:2]=2[F:1])[NH:8][CH:9]=1)=[O:18]. The catalyst class is: 4. (3) Reactant: [CH2:1]([N:8]1[C:12](=[O:13])[CH2:11][CH2:10][C@@H:9]1[C:14]([OH:16])=O)[C:2]1[CH:7]=[CH:6][CH:5]=[CH:4][CH:3]=1.ON1C2C=CC=CC=2N=N1.[NH2:27][CH:28]([CH2:36][C:37]1[CH:42]=[CH:41][CH:40]=[CH:39][CH:38]=1)[CH:29]([OH:35])[C:30]([O:32][CH2:33][CH3:34])=[O:31].C(Cl)CCl.CCN(C(C)C)C(C)C. Product: [CH2:1]([N:8]1[C:12](=[O:13])[CH2:11][CH2:10][C@@H:9]1[C:14]([NH:27][CH:28]([CH2:36][C:37]1[CH:38]=[CH:39][CH:40]=[CH:41][CH:42]=1)[CH:29]([OH:35])[C:30]([O:32][CH2:33][CH3:34])=[O:31])=[O:16])[C:2]1[CH:3]=[CH:4][CH:5]=[CH:6][CH:7]=1. The catalyst class is: 118. (4) Reactant: [CH2:1]([N:4]1[CH2:9][CH2:8][O:7][C:6]2[CH:10]=[CH:11][C:12]([C:15]3[N:20]4[N:21]=[C:22]([C:24]5[CH:25]=[C:26]([C:30]6[CH:35]=[CH:34][CH:33]=[CH:32][C:31]=6[OH:36])[CH:27]=[CH:28][CH:29]=5)[CH:23]=[C:19]4[N:18]=[C:17]([CH3:37])[C:16]=3[C@H:38]([O:43][C:44]([CH3:47])([CH3:46])[CH3:45])[C:39]([O:41][CH3:42])=[O:40])=[C:13]([Cl:14])[C:5]1=2)[CH:2]=[CH2:3].C([O-])([O-])=O.[K+].[K+].Br[CH2:55][CH2:56][CH2:57][CH:58]=[CH2:59]. Product: [CH2:1]([N:4]1[CH2:9][CH2:8][O:7][C:6]2[CH:10]=[CH:11][C:12]([C:15]3[N:20]4[N:21]=[C:22]([C:24]5[CH:25]=[C:26]([C:30]6[CH:35]=[CH:34][CH:33]=[CH:32][C:31]=6[O:36][CH2:59][CH2:58][CH2:57][CH:56]=[CH2:55])[CH:27]=[CH:28][CH:29]=5)[CH:23]=[C:19]4[N:18]=[C:17]([CH3:37])[C:16]=3[C@H:38]([O:43][C:44]([CH3:47])([CH3:46])[CH3:45])[C:39]([O:41][CH3:42])=[O:40])=[C:13]([Cl:14])[C:5]1=2)[CH:2]=[CH2:3]. The catalyst class is: 21. (5) Reactant: [OH:1][CH2:2][C@H:3]1[CH2:8][CH2:7][C@H:6]([C:9]([O:11][CH3:12])=[O:10])[CH2:5][CH2:4]1.N1C=CN=C1.[C:18]([Si:22](Cl)([CH3:24])[CH3:23])([CH3:21])([CH3:20])[CH3:19]. Product: [Si:22]([O:1][CH2:2][C@H:3]1[CH2:4][CH2:5][C@H:6]([C:9]([O:11][CH3:12])=[O:10])[CH2:7][CH2:8]1)([C:18]([CH3:21])([CH3:20])[CH3:19])([CH3:24])[CH3:23]. The catalyst class is: 4.